From a dataset of Reaction yield outcomes from USPTO patents with 853,638 reactions. Predict the reaction yield, written as a fraction of the theoretical maximum amount of product (1.0 means a 100% yield; for example, 0.34 means a 34% yield). The reactants are C1(O[C:8](=[O:27])[NH:9][C:10]2[CH:15]=[C:14]([O:16][C:17]3[CH:22]=[CH:21][C:20]([N+:23]([O-])=O)=[CH:19][C:18]=3[F:26])[N:13]=[CH:12][N:11]=2)C=CC=CC=1.[CH3:28][N:29]1[CH2:34][CH2:33][CH:32]([NH:35][CH3:36])[CH2:31][CH2:30]1.[H][H].CCCCCC. The catalyst is O1CCCC1.CO.C(OCC)C.[C].[Pd]. The product is [NH2:23][C:20]1[CH:21]=[CH:22][C:17]([O:16][C:14]2[N:13]=[CH:12][N:11]=[C:10]([NH:9][C:8](=[O:27])[N:35]([CH3:36])[CH:32]3[CH2:33][CH2:34][N:29]([CH3:28])[CH2:30][CH2:31]3)[CH:15]=2)=[C:18]([F:26])[CH:19]=1. The yield is 0.450.